From a dataset of Forward reaction prediction with 1.9M reactions from USPTO patents (1976-2016). Predict the product of the given reaction. (1) Given the reactants C1C=C2C=CC(O)=C(C3C4C(=CC=CC=4)C=CC=3O)C2=CC=1.[NH:23]1[CH2:28][CH2:27][CH2:26][CH2:25][CH2:24]1.CC(C)([O-])C.[Na+].Br[C:36]1[CH:37]=[N:38][C:39]([O:42][CH:43]2[CH2:48][CH2:47][N:46]([C:49]([O:51][C:52]([CH3:55])([CH3:54])[CH3:53])=[O:50])[CH2:45][CH2:44]2)=[N:40][CH:41]=1, predict the reaction product. The product is: [N:23]1([C:36]2[CH:41]=[N:40][C:39]([O:42][CH:43]3[CH2:44][CH2:45][N:46]([C:49]([O:51][C:52]([CH3:55])([CH3:54])[CH3:53])=[O:50])[CH2:47][CH2:48]3)=[N:38][CH:37]=2)[CH2:28][CH2:27][CH2:26][CH2:25][CH2:24]1. (2) Given the reactants [NH:1]([C:3]1[CH:8]=[CH:7][C:6]([C:9]([F:12])([F:11])[F:10])=[CH:5][N:4]=1)[NH2:2].O=[C:14]1[CH2:23][CH2:22][C:21]2[C:16](=[CH:17][CH:18]=[CH:19][CH:20]=2)[CH:15]1[C:24](OCC)=[O:25], predict the reaction product. The product is: [F:11][C:9]([F:12])([F:10])[C:6]1[CH:7]=[CH:8][C:3]([N:1]2[C:24]([OH:25])=[C:15]3[C:14]([CH2:23][CH2:22][C:21]4[CH:20]=[CH:19][CH:18]=[CH:17][C:16]=43)=[N:2]2)=[N:4][CH:5]=1. (3) Given the reactants Br[C:2]1[CH:7]=[CH:6][C:5]([N+:8]([O-:10])=[O:9])=[CH:4][CH:3]=1.C(=O)([O-])[O-].[Cs+].[Cs+].[P:17]([O-:24])([O:21][CH2:22][CH3:23])[O:18][CH2:19][CH3:20], predict the reaction product. The product is: [CH2:19]([O:18][P:17]([C:2]1[CH:7]=[CH:6][C:5]([N+:8]([O-:10])=[O:9])=[CH:4][CH:3]=1)(=[O:24])[O:21][CH2:22][CH3:23])[CH3:20]. (4) Given the reactants [CH2:1]([N:3]1[C:14](=[O:15])[C:12]2[N:13]3[C:8](=[C:9](I)[C:10](=[O:18])[C:11]=2[O:16][CH3:17])[CH2:7][CH2:6][C@H:5]3[C@@H:4]1[O:20][CH3:21])[CH3:2].CC[N:24]([CH:28]([CH3:30])C)[CH:25](C)C.[Cl:31][C:32]1[CH:33]=C(CN)[CH:35]=[CH:36][C:37]=1[F:38].CS(C)=[O:43], predict the reaction product. The product is: [Cl:31][C:32]1[CH:33]=[C:30]([CH:35]=[CH:36][C:37]=1[F:38])[CH2:28][NH:24][C:25]([C:9]1[C:10](=[O:18])[C:11]([O:16][CH3:17])=[C:12]2[C:14](=[O:15])[N:3]([CH2:1][CH3:2])[C@H:4]([O:20][CH3:21])[C@@H:5]3[CH2:6][CH2:7][C:8]=1[N:13]23)=[O:43]. (5) The product is: [CH3:41][S:42]([NH:1][C:2]1[CH:10]=[CH:9][C:8]([C:11]2[N:12]([C:27]([O:29][C:30]([CH3:31])([CH3:33])[CH3:32])=[O:28])[C:13]3[C:18]([CH:19]=2)=[CH:17][C:16]([CH2:20][N:21]2[CH2:26][CH2:25][CH2:24][CH2:23][CH2:22]2)=[CH:15][CH:14]=3)=[C:7]2[C:3]=1[CH2:4][NH:5][C:6]2=[O:34])(=[O:44])=[O:43]. Given the reactants [NH2:1][C:2]1[CH:10]=[CH:9][C:8]([C:11]2[N:12]([C:27]([O:29][C:30]([CH3:33])([CH3:32])[CH3:31])=[O:28])[C:13]3[C:18]([CH:19]=2)=[CH:17][C:16]([CH2:20][N:21]2[CH2:26][CH2:25][CH2:24][CH2:23][CH2:22]2)=[CH:15][CH:14]=3)=[C:7]2[C:3]=1[CH2:4][NH:5][C:6]2=[O:34].N1C=CC=CC=1.[CH3:41][S:42](Cl)(=[O:44])=[O:43].O, predict the reaction product. (6) The product is: [C:20]([O:54][C@@:51]1([C:55](=[O:58])[CH2:56][OH:57])[C@:46]2([CH3:59])[C@H:45]([C@H:44]3[C@H:49]([C@@H:48]([OH:50])[CH2:47]2)[C@@:38]2([CH3:60])[CH2:37][C:36]4[CH:35]=[N:34][N:33]([C:30]5[CH:29]=[CH:28][C:27]([F:26])=[CH:32][CH:31]=5)[C:41]=4[CH:40]=[C:39]2[CH2:42][CH2:43]3)[CH2:53][CH2:52]1)(=[O:19])[CH3:21]. Given the reactants CC1C=CC(S(O)(=O)=O)=CC=1.N1C=CC=CC=1.C[O:19][C:20](OC)(OC)[CH3:21].[F:26][C:27]1[CH:32]=[CH:31][C:30]([N:33]2[C:41]3[CH:40]=[C:39]4[CH2:42][CH2:43][C@@H:44]5[C@@H:49]([C@@:38]4([CH3:60])[CH2:37][C:36]=3[CH:35]=[N:34]2)[C@@H:48]([OH:50])[CH2:47][C@:46]2([CH3:59])[C@:51]([C:55](=[O:58])[CH2:56][OH:57])([OH:54])[CH2:52][CH2:53][C@@H:45]52)=[CH:29][CH:28]=1.O.CC1C=CC(S(O)(=O)=O)=CC=1.C([O-])(O)=O.[Na+], predict the reaction product.